This data is from Full USPTO retrosynthesis dataset with 1.9M reactions from patents (1976-2016). The task is: Predict the reactants needed to synthesize the given product. (1) Given the product [F:17][C:12]1[CH:11]=[C:10]([C:8]2[CH:9]=[C:4]([C:1]([O:3][CH3:23])=[O:2])[C:5](=[O:18])[NH:6][N:7]=2)[CH:15]=[CH:14][C:13]=1[CH3:16], predict the reactants needed to synthesize it. The reactants are: [C:1]([C:4]1[C:5](=[O:18])[NH:6][N:7]=[C:8]([C:10]2[CH:15]=[CH:14][C:13]([CH3:16])=[C:12]([F:17])[CH:11]=2)[CH:9]=1)([OH:3])=[O:2].S(Cl)(Cl)=O.[CH3:23]O. (2) Given the product [O:28]1[CH2:27][CH:26]1[CH2:24][N:21]1[CH2:22][CH2:23][N:18]([C:8]2[N:7]([C:1]3[CH:2]=[CH:3][CH:4]=[CH:5][CH:6]=3)[C:15]3[C:10]([C:9]=2[CH:16]=[O:17])=[CH:11][CH:12]=[CH:13][CH:14]=3)[CH2:19][CH2:20]1, predict the reactants needed to synthesize it. The reactants are: [C:1]1([N:7]2[C:15]3[C:10](=[CH:11][CH:12]=[CH:13][CH:14]=3)[C:9]([CH:16]=[O:17])=[C:8]2[N:18]2[CH2:23][CH2:22][NH:21][CH2:20][CH2:19]2)[CH:6]=[CH:5][CH:4]=[CH:3][CH:2]=1.[CH2:24]([CH:26]1[O:28][CH2:27]1)Br.C(=O)([O-])[O-].[K+].[K+]. (3) Given the product [CH3:5][N:6]([CH2:8][CH:9]([C:18]1([OH:24])[CH2:23][CH2:22][CH2:21][CH2:20][CH2:19]1)[C:10]1[CH:11]=[CH:12][C:13]([OH:16])=[CH:14][CH:15]=1)[CH3:7], predict the reactants needed to synthesize it. The reactants are: [S-2].[Na+].[Na+].[Se].[CH3:5][N:6]([CH2:8][CH:9]([C:18]1([OH:24])[CH2:23][CH2:22][CH2:21][CH2:20][CH2:19]1)[C:10]1[CH:11]=[CH:12][C:13]([O:16]C)=[CH:14][CH:15]=1)[CH3:7].C(OC(=O)C)C. (4) Given the product [C:16]([N:11]1[C:12]2[C:8](=[CH:7][C:6]([C:1](=[O:5])[CH2:2][CH2:3][CH3:4])=[CH:14][CH:13]=2)[C:9](=[C:26]([O:25][CH2:24][CH3:23])[C:27]2[CH:32]=[CH:31][CH:30]=[CH:29][CH:28]=2)[C:10]1=[O:15])(=[O:18])[CH3:17], predict the reactants needed to synthesize it. The reactants are: [C:1]([C:6]1[CH:7]=[C:8]2[C:12](=[CH:13][CH:14]=1)[NH:11][C:10](=[O:15])[CH2:9]2)(=[O:5])[CH2:2][CH2:3][CH3:4].[C:16](OC(=O)C)(=[O:18])[CH3:17].[CH3:23][CH2:24][O:25][C:26](OCC)(OCC)[C:27]1[CH:32]=[CH:31][CH:30]=[CH:29][CH:28]=1. (5) Given the product [NH2:24][C:19]1[N:20]=[C:21]([CH3:23])[N:22]=[C:17]([C:16]2[CH:15]=[C:14]([CH:25]([N:27]3[CH2:28][CH2:29][N:30]([C:42]([N:41]([CH3:45])[CH3:40])=[O:43])[CH2:31][CH2:32]3)[CH3:26])[CH:13]=[N:12][C:11]=2[NH:10][C:4]2[CH:5]=[N:6][C:7]([O:8][CH3:9])=[C:2]([F:1])[CH:3]=2)[N:18]=1, predict the reactants needed to synthesize it. The reactants are: [F:1][C:2]1[CH:3]=[C:4]([NH:10][C:11]2[C:16]([C:17]3[N:22]=[C:21]([CH3:23])[N:20]=[C:19]([NH2:24])[N:18]=3)=[CH:15][C:14]([CH:25]([N:27]3[CH2:32][CH2:31][NH:30][CH2:29][CH2:28]3)[CH3:26])=[CH:13][N:12]=2)[CH:5]=[N:6][C:7]=1[O:8][CH3:9].C(N(CC)CC)C.[CH3:40][N:41]([CH3:45])[C:42](Cl)=[O:43].